From a dataset of Full USPTO retrosynthesis dataset with 1.9M reactions from patents (1976-2016). Predict the reactants needed to synthesize the given product. (1) Given the product [CH3:20][O:1][C:2]1[C:7]([CH3:8])=[CH:6][C:5]([NH:9][C:10](=[O:16])[O:11][C:12]([CH3:13])([CH3:14])[CH3:15])=[C:4]([CH3:17])[CH:3]=1, predict the reactants needed to synthesize it. The reactants are: [OH:1][C:2]1[C:7]([CH3:8])=[CH:6][C:5]([NH:9][C:10](=[O:16])[O:11][C:12]([CH3:15])([CH3:14])[CH3:13])=[C:4]([CH3:17])[CH:3]=1.CI.[C:20](=O)([O-])[O-].[K+].[K+]. (2) Given the product [Cl:29][CH:28]([Cl:30])[C:11]1[CH:12]=[C:13]([C:15]2[N:19]=[CH:18][N:17]([CH2:20][O:21][CH2:22][CH2:23][Si:24]([CH3:27])([CH3:26])[CH3:25])[N:16]=2)[S:14][C:10]=1[N+:7]([O-:9])=[O:8], predict the reactants needed to synthesize it. The reactants are: CC([O-])(C)C.[K+].[N+:7]([C:10]1[S:14][C:13]([C:15]2[N:19]=[CH:18][N:17]([CH2:20][O:21][CH2:22][CH2:23][Si:24]([CH3:27])([CH3:26])[CH3:25])[N:16]=2)=[CH:12][CH:11]=1)([O-:9])=[O:8].[CH:28](Cl)([Cl:30])[Cl:29]. (3) Given the product [Cl:28][C:17]1[CH:18]=[C:19]([C:23]2[NH:27][N:26]=[CH:25][CH:24]=2)[CH:20]=[C:21]([Cl:22])[C:16]=1[NH:15][C:7]1[C:8]2[CH:9]=[CH:10][NH:11][C:12](=[O:14])[C:13]=2[C:4]2[CH:3]=[C:2](/[CH:34]=[CH:33]/[C:32]([OH:31])([CH3:39])[CH3:38])[CH:30]=[CH:29][C:5]=2[N:6]=1, predict the reactants needed to synthesize it. The reactants are: Br[C:2]1[CH:30]=[CH:29][C:5]2[N:6]=[C:7]([NH:15][C:16]3[C:21]([Cl:22])=[CH:20][C:19]([C:23]4[NH:27][N:26]=[CH:25][CH:24]=4)=[CH:18][C:17]=3[Cl:28])[C:8]3[CH:9]=[CH:10][NH:11][C:12](=[O:14])[C:13]=3[C:4]=2[CH:3]=1.[OH:31][C:32]([CH3:39])([CH3:38])/[CH:33]=[CH:34]/B(O)O.C(=O)([O-])[O-].[Na+].[Na+]. (4) Given the product [C:1]([N:20]1[CH:24]=[C:23]([CH2:25][CH2:26][CH:27]2[CH2:32][CH2:31][N:30]([C:33]([O:35][C:36]([CH3:39])([CH3:38])[CH3:37])=[O:34])[CH2:29][CH2:28]2)[N:22]=[CH:21]1)([C:14]1[CH:19]=[CH:18][CH:17]=[CH:16][CH:15]=1)([C:8]1[CH:9]=[CH:10][CH:11]=[CH:12][CH:13]=1)[C:2]1[CH:3]=[CH:4][CH:5]=[CH:6][CH:7]=1, predict the reactants needed to synthesize it. The reactants are: [C:1]([N:20]1[CH:24]=[C:23](/[CH:25]=[CH:26]\[CH:27]2[CH2:32][CH2:31][N:30]([C:33]([O:35][C:36]([CH3:39])([CH3:38])[CH3:37])=[O:34])[CH2:29][CH2:28]2)[N:22]=[CH:21]1)([C:14]1[CH:19]=[CH:18][CH:17]=[CH:16][CH:15]=1)([C:8]1[CH:13]=[CH:12][CH:11]=[CH:10][CH:9]=1)[C:2]1[CH:7]=[CH:6][CH:5]=[CH:4][CH:3]=1. (5) The reactants are: [CH2:1](I)[CH2:2][CH2:3][CH2:4][CH2:5][CH3:6].[P:8]([O:15]CC)([O:12][CH2:13][CH3:14])[O:9][CH2:10][CH3:11]. Given the product [CH2:1]([P:8](=[O:15])([O:12][CH2:13][CH3:14])[O:9][CH2:10][CH3:11])[CH2:2][CH2:3][CH2:4][CH2:5][CH3:6], predict the reactants needed to synthesize it.